This data is from Reaction yield outcomes from USPTO patents with 853,638 reactions. The task is: Predict the reaction yield, written as a fraction of the theoretical maximum amount of product (1.0 means a 100% yield; for example, 0.34 means a 34% yield). (1) The reactants are [C:1]([O:7][CH2:8][CH3:9])(=[O:6])[CH2:2][C:3]([CH3:5])=O.[Cl:10][C:11]1[CH:18]=[CH:17][CH:16]=[CH:15][C:12]=1[CH:13]=O.[NH4+:19].[OH-:20]. The catalyst is CCO. The product is [Cl:10][C:11]1[CH:18]=[CH:17][CH:16]=[CH:15][C:12]=1[CH:13]1[C:2]([C:1]([O:7][CH2:8][CH3:9])=[O:6])=[C:3]([CH3:5])[NH:19][C:3]([CH3:5])=[C:2]1[C:1]([O:7][CH2:8][CH3:9])=[O:20]. The yield is 0.260. (2) The reactants are [Br:1][C:2]1[CH:9]=[CH:8][C:5]([C:6]#[N:7])=[C:4]([OH:10])[CH:3]=1.C1(=O)O[CH2:14][CH2:13][O:12]1.C(=O)([O-])[O-].[K+].[K+]. The catalyst is CN(C=O)C. The product is [Br:1][C:2]1[CH:9]=[CH:8][C:5]([C:6]#[N:7])=[C:4]([O:10][CH2:14][CH2:13][OH:12])[CH:3]=1. The yield is 0.560. (3) The reactants are [Cl:1][C:2]1[C:3]2[N:4]([C:8]([C@H:11]3[CH2:16][N:15]4[C:17](=[O:22])[O:18][CH:19]([CH:20]=[CH2:21])[C@@H:14]4[CH2:13][CH2:12]3)=[N:9][CH:10]=2)[CH:5]=[CH:6][N:7]=1.[Br:23]N1C(=O)CCC1=O. The catalyst is CN(C=O)C. The product is [Br:23][C:10]1[N:9]=[C:8]([C@H:11]2[CH2:16][N:15]3[C:17](=[O:22])[O:18][CH:19]([CH:20]=[CH2:21])[C@@H:14]3[CH2:13][CH2:12]2)[N:4]2[CH:5]=[CH:6][N:7]=[C:2]([Cl:1])[C:3]=12. The yield is 0.801. (4) The reactants are [ClH:1].C(OC(=O)[NH:8][C@H:9]([CH3:17])[CH2:10][N:11]1[CH2:16][CH2:15][O:14][CH2:13][CH2:12]1)(C)(C)C. The catalyst is O1CCOCC1.ClCCl. The product is [ClH:1].[CH3:17][C@@H:9]([NH2:8])[CH2:10][N:11]1[CH2:16][CH2:15][O:14][CH2:13][CH2:12]1. The yield is 0.860.